From a dataset of Forward reaction prediction with 1.9M reactions from USPTO patents (1976-2016). Predict the product of the given reaction. Given the reactants [C:1]([O:6][CH3:7])(=[O:5])[C:2]([CH3:4])=[CH2:3].[CH:8]([Br:11])(Br)[Br:9], predict the reaction product. The product is: [Br:9][C:8]1([Br:11])[CH2:3][C:2]1([CH3:4])[C:1]([O:6][CH3:7])=[O:5].